This data is from Forward reaction prediction with 1.9M reactions from USPTO patents (1976-2016). The task is: Predict the product of the given reaction. (1) Given the reactants [NH2:1][C:2]1[N:7]=[C:6](/[C:8](=[C:11]2\[NH:12][C:13]3[CH:21]=[CH:20][CH:19]=[CH:18][C:14]=3[N:15]\2[CH2:16][CH3:17])/[C:9]#[N:10])[C:5]([CH3:22])=[CH:4][N:3]=1.[C:23]([NH:30][CH2:31][CH2:32][CH2:33][C:34](O)=[O:35])([O:25][C:26]([CH3:29])([CH3:28])[CH3:27])=[O:24], predict the reaction product. The product is: [C:26]([O:25][C:23](=[O:24])[NH:30][CH2:31][CH2:32][CH2:33][C:34]([NH:1][C:2]1[N:7]=[C:6](/[C:8](/[C:9]#[N:10])=[C:11]2\[NH:12][C:13]3[CH:21]=[CH:20][CH:19]=[CH:18][C:14]=3[N:15]\2[CH2:16][CH3:17])[C:5]([CH3:22])=[CH:4][N:3]=1)=[O:35])([CH3:29])([CH3:27])[CH3:28]. (2) Given the reactants [N:1]1([C:7]2[CH:15]=[CH:14][C:10]([C:11]([OH:13])=[O:12])=[CH:9][CH:8]=2)[CH2:5][CH2:4][CH2:3][C:2]1=[O:6].S(=O)(=O)(O)O.[OH-].[Na+].[CH3:23]O, predict the reaction product. The product is: [N:1]1([C:7]2[CH:15]=[CH:14][C:10]([C:11]([O:13][CH3:23])=[O:12])=[CH:9][CH:8]=2)[CH2:5][CH2:4][CH2:3][C:2]1=[O:6]. (3) Given the reactants [CH3:1][O:2][C:3]1[CH:12]=[CH:11][C:6]2[C:7](=[O:10])[CH2:8][O:9][C:5]=2[C:4]=1[C:13]#[C:14][CH2:15][CH2:16][N:17]1[CH2:22][CH2:21][N:20]([C:23]([O:25][C:26]([CH3:29])([CH3:28])[CH3:27])=[O:24])[CH2:19][CH2:18]1, predict the reaction product. The product is: [CH3:1][O:2][C:3]1[CH:12]=[CH:11][C:6]2[C:7](=[O:10])[CH2:8][O:9][C:5]=2[C:4]=1/[CH:13]=[CH:14]\[CH2:15][CH2:16][N:17]1[CH2:22][CH2:21][N:20]([C:23]([O:25][C:26]([CH3:29])([CH3:28])[CH3:27])=[O:24])[CH2:19][CH2:18]1.